The task is: Regression. Given two drug SMILES strings and cell line genomic features, predict the synergy score measuring deviation from expected non-interaction effect.. This data is from NCI-60 drug combinations with 297,098 pairs across 59 cell lines. (1) Drug 1: C1CCC(CC1)NC(=O)N(CCCl)N=O. Drug 2: CC1CCC2CC(C(=CC=CC=CC(CC(C(=O)C(C(C(=CC(C(=O)CC(OC(=O)C3CCCCN3C(=O)C(=O)C1(O2)O)C(C)CC4CCC(C(C4)OC)OCCO)C)C)O)OC)C)C)C)OC. Cell line: NCI-H460. Synergy scores: CSS=13.1, Synergy_ZIP=-7.05, Synergy_Bliss=-8.12, Synergy_Loewe=0.339, Synergy_HSA=-6.15. (2) Drug 1: C1=C(C(=O)NC(=O)N1)F. Drug 2: CC1C(C(=O)NC(C(=O)N2CCCC2C(=O)N(CC(=O)N(C(C(=O)O1)C(C)C)C)C)C(C)C)NC(=O)C3=C4C(=C(C=C3)C)OC5=C(C(=O)C(=C(C5=N4)C(=O)NC6C(OC(=O)C(N(C(=O)CN(C(=O)C7CCCN7C(=O)C(NC6=O)C(C)C)C)C)C(C)C)C)N)C. Cell line: OVCAR-8. Synergy scores: CSS=39.7, Synergy_ZIP=3.44, Synergy_Bliss=4.93, Synergy_Loewe=5.28, Synergy_HSA=5.29. (3) Drug 1: C1CN1P(=S)(N2CC2)N3CC3. Drug 2: C1=CN(C(=O)N=C1N)C2C(C(C(O2)CO)O)O.Cl. Cell line: K-562. Synergy scores: CSS=55.1, Synergy_ZIP=7.07, Synergy_Bliss=7.27, Synergy_Loewe=12.8, Synergy_HSA=13.4. (4) Drug 1: C1=C(C(=O)NC(=O)N1)F. Drug 2: C1C(C(OC1N2C=NC3=C(N=C(N=C32)Cl)N)CO)O. Cell line: PC-3. Synergy scores: CSS=27.5, Synergy_ZIP=0.339, Synergy_Bliss=-2.80, Synergy_Loewe=-0.855, Synergy_HSA=-0.706. (5) Drug 1: CC1C(C(CC(O1)OC2CC(CC3=C2C(=C4C(=C3O)C(=O)C5=C(C4=O)C(=CC=C5)OC)O)(C(=O)CO)O)N)O.Cl. Drug 2: C1=CC(=C2C(=C1NCCNCCO)C(=O)C3=C(C=CC(=C3C2=O)O)O)NCCNCCO. Cell line: OVCAR3. Synergy scores: CSS=32.5, Synergy_ZIP=1.04, Synergy_Bliss=-0.259, Synergy_Loewe=-12.1, Synergy_HSA=-0.274. (6) Drug 1: C1C(C(OC1N2C=C(C(=O)NC2=O)F)CO)O. Drug 2: CC1=C2C(C(=O)C3(C(CC4C(C3C(C(C2(C)C)(CC1OC(=O)C(C(C5=CC=CC=C5)NC(=O)OC(C)(C)C)O)O)OC(=O)C6=CC=CC=C6)(CO4)OC(=O)C)O)C)O. Cell line: MDA-MB-231. Synergy scores: CSS=31.8, Synergy_ZIP=-1.80, Synergy_Bliss=0.936, Synergy_Loewe=-6.36, Synergy_HSA=1.42.